From a dataset of HIV replication inhibition screening data with 41,000+ compounds from the AIDS Antiviral Screen. Binary Classification. Given a drug SMILES string, predict its activity (active/inactive) in a high-throughput screening assay against a specified biological target. The compound is Oc1ccc(Nc2ccccc2)cc1. The result is 0 (inactive).